This data is from Catalyst prediction with 721,799 reactions and 888 catalyst types from USPTO. The task is: Predict which catalyst facilitates the given reaction. (1) Reactant: [CH3:1][C:2]1[CH:11]=[CH:10][C:5]([C:6]([O:8][CH3:9])=[O:7])=[CH:4][C:3]=1[N+:12]([O-:14])=[O:13].C1C(=O)N([Br:22])C(=O)C1. Product: [Br:22][CH2:1][C:2]1[CH:11]=[CH:10][C:5]([C:6]([O:8][CH3:9])=[O:7])=[CH:4][C:3]=1[N+:12]([O-:14])=[O:13]. The catalyst class is: 717. (2) Reactant: [N:1]1([C:9]([O:11][C:12]([CH3:15])([CH3:14])[CH3:13])=[O:10])[CH2:8][CH2:7][CH2:6][C@@H:2]1[C:3]([OH:5])=O.CN(C(ON1N=NC2C=CC=CC1=2)=[N+](C)C)C.F[P-](F)(F)(F)(F)F.C(N(CC)CC)C.[CH2:47]([NH2:57])[C:48]1[CH:56]=[CH:55][C:54]2[O:53][CH2:52][O:51][C:50]=2[CH:49]=1. Product: [C:12]([O:11][C:9]([N:1]1[CH2:8][CH2:7][CH2:6][CH:2]1[C:3](=[O:5])[NH:57][CH2:47][C:48]1[CH:56]=[CH:55][C:54]2[O:53][CH2:52][O:51][C:50]=2[CH:49]=1)=[O:10])([CH3:15])([CH3:14])[CH3:13]. The catalyst class is: 85. (3) Reactant: [NH:1]1[C:5]2[CH:6]=[CH:7][CH:8]=[CH:9][C:4]=2[N:3]=[N:2]1.[S:10]1[CH:14]=[CH:13][CH:12]=[C:11]1[CH2:15][CH2:16][NH2:17].[CH2:18]=O. Product: [N:1]1([CH2:18][NH:17][CH2:16][CH2:15][C:11]2[S:10][CH:14]=[CH:13][CH:12]=2)[C:5]2[CH:6]=[CH:7][CH:8]=[CH:9][C:4]=2[N:3]=[N:2]1. The catalyst class is: 28. (4) Reactant: Cl[C:2]1[C:10]2[C:6](=[N:7][O:8][N:9]=2)[C:5]([N+:11]([O-:13])=[O:12])=[CH:4][CH:3]=1.[CH2:14]([C:26]1[CH:31]=[CH:30][C:29]([S:32]([NH:35][C:36]2[S:37][C:38]([CH2:41][CH2:42][CH2:43][CH2:44][CH2:45][NH:46][CH3:47])=[N:39][N:40]=2)(=[O:34])=[O:33])=[CH:28][CH:27]=1)[CH2:15][CH2:16][CH2:17][CH2:18][CH2:19][CH2:20][CH2:21][CH2:22][CH2:23][CH2:24][CH3:25].C([O-])(O)=O.[Na+]. Product: [CH2:14]([C:26]1[CH:27]=[CH:28][C:29]([S:32]([NH:35][C:36]2[S:37][C:38]([CH2:41][CH2:42][CH2:43][CH2:44][CH2:45][N:46]([CH3:47])[C:2]3[C:10]4[C:6](=[N:7][O:8][N:9]=4)[C:5]([N+:11]([O-:13])=[O:12])=[CH:4][CH:3]=3)=[N:39][N:40]=2)(=[O:33])=[O:34])=[CH:30][CH:31]=1)[CH2:15][CH2:16][CH2:17][CH2:18][CH2:19][CH2:20][CH2:21][CH2:22][CH2:23][CH2:24][CH3:25]. The catalyst class is: 5. (5) Product: [Cl:1][C:2]1[CH:21]=[CH:20][C:19]([C:22]2[C:27]([N:29]3[CH2:39][CH2:38][CH:32]([C:33]([O:35][CH2:36][CH3:37])=[O:34])[CH2:31][CH2:30]3)=[N:26][CH:25]=[CH:24][N:23]=2)=[CH:18][C:3]=1[C:4]([NH:6][CH2:7][C:8]12[CH2:15][CH:14]3[CH2:13][CH:12]([CH2:11][CH:10]([CH2:16]3)[CH2:9]1)[CH2:17]2)=[O:5]. Reactant: [Cl:1][C:2]1[CH:21]=[CH:20][C:19]([C:22]2[C:27](Cl)=[N:26][CH:25]=[CH:24][N:23]=2)=[CH:18][C:3]=1[C:4]([NH:6][CH2:7][C:8]12[CH2:17][CH:12]3[CH2:13][CH:14]([CH2:16][CH:10]([CH2:11]3)[CH2:9]1)[CH2:15]2)=[O:5].[NH:29]1[CH2:39][CH2:38][CH:32]([C:33]([O:35][CH2:36][CH3:37])=[O:34])[CH2:31][CH2:30]1. The catalyst class is: 10. (6) Reactant: [NH2:1][C:2]1[CH:11]=[CH:10][CH:9]=[C:8]2[C:3]=1[CH:4]=[C:5]([CH3:12])[N:6]=[CH:7]2.[Cl:13][C:14]1[CH:19]=[C:18]([Cl:20])[CH:17]=[CH:16][C:15]=1[CH2:21][N:22]=[C:23]=[O:24]. Product: [Cl:13][C:14]1[CH:19]=[C:18]([Cl:20])[CH:17]=[CH:16][C:15]=1[CH2:21][NH:22][C:23]([NH:1][C:2]1[CH:11]=[CH:10][CH:9]=[C:8]2[C:3]=1[CH:4]=[C:5]([CH3:12])[N:6]=[CH:7]2)=[O:24]. The catalyst class is: 11.